This data is from Reaction yield outcomes from USPTO patents with 853,638 reactions. The task is: Predict the reaction yield, written as a fraction of the theoretical maximum amount of product (1.0 means a 100% yield; for example, 0.34 means a 34% yield). (1) The reactants are [Br:1][C:2]1[CH:19]=[CH:18][C:5]([C:6]([NH:8][C:9]2[CH:14]=[CH:13][CH:12]=[C:11]([N+:15]([O-])=O)[CH:10]=2)=[O:7])=[CH:4][CH:3]=1.FC1C=CC(NC(=O)C2C=CC=C(C(F)(F)F)C=2)=CC=1[N+]([O-])=O. No catalyst specified. The product is [Br:1][C:2]1[CH:19]=[CH:18][C:5]([C:6]([NH:8][C:9]2[CH:14]=[CH:13][CH:12]=[C:11]([NH2:15])[CH:10]=2)=[O:7])=[CH:4][CH:3]=1. The yield is 0.800. (2) The reactants are FC1C=C(C=CC=1)CN1C2C(=CC=CC=2CCC2C=CC(C(OC)=O)=CC=2)CC1.[Br:30][C:31]1[CH:32]=[CH:33][CH:34]=[C:35]2[C:39]=1[NH:38][CH2:37][CH2:36]2.[F:40][C:41]([F:51])([F:50])[C:42]1[CH:43]=[C:44]([CH:47]=[CH:48][CH:49]=1)[CH2:45]Br.C([O-])([O-])=O.[K+].[K+]. The catalyst is CN(C=O)C. The product is [Br:30][C:31]1[CH:32]=[CH:33][CH:34]=[C:35]2[C:39]=1[N:38]([CH2:45][C:44]1[CH:47]=[CH:48][CH:49]=[C:42]([C:41]([F:40])([F:50])[F:51])[CH:43]=1)[CH2:37][CH2:36]2. The yield is 0.870. (3) The reactants are [OH-].[Na+].[Cl:3][C:4]1[CH:5]=[C:6]([CH:24]=[CH:25][C:26]=1[NH:27][C:28]([NH:30][CH:31]1[CH2:33][CH2:32]1)=[O:29])[O:7][C:8]1[C:17]2[C:12](=[CH:13][C:14]([O:22][CH3:23])=[C:15]([C:18]([O:20]C)=[O:19])[CH:16]=2)[N:11]=[CH:10][CH:9]=1.Cl. The catalyst is CO. The product is [Cl:3][C:4]1[CH:5]=[C:6]([CH:24]=[CH:25][C:26]=1[NH:27][C:28]([NH:30][CH:31]1[CH2:33][CH2:32]1)=[O:29])[O:7][C:8]1[C:17]2[C:12](=[CH:13][C:14]([O:22][CH3:23])=[C:15]([C:18]([OH:20])=[O:19])[CH:16]=2)[N:11]=[CH:10][CH:9]=1. The yield is 0.946. (4) The reactants are Cl.[N:2]12[CH2:9][CH2:8][C:5]([C:10]([OH:12])=[O:11])([CH2:6][CH2:7]1)[CH2:4][CH2:3]2.S(Cl)(Cl)=O.[F:17][C:18]1[CH:19]=[C:20]([CH2:24]O)[CH:21]=[CH:22][CH:23]=1. No catalyst specified. The product is [N:2]12[CH2:9][CH2:8][C:5]([C:10]([O:12][CH2:24][C:20]3[CH:21]=[CH:22][CH:23]=[C:18]([F:17])[CH:19]=3)=[O:11])([CH2:6][CH2:7]1)[CH2:4][CH2:3]2. The yield is 0.298. (5) The reactants are [F:1][C:2]([F:18])([C:8]1[CH:13]=[CH:12][CH:11]=[CH:10][C:9]=1[O:14][CH2:15][O:16][CH3:17])[C:3]([O:5]CC)=[O:4].CO.O1CCCC1.O.[OH-].[Li+]. The catalyst is O. The product is [F:1][C:2]([F:18])([C:8]1[CH:13]=[CH:12][CH:11]=[CH:10][C:9]=1[O:14][CH2:15][O:16][CH3:17])[C:3]([OH:5])=[O:4]. The yield is 0.630. (6) The product is [Br:15][C:11]1[CH:10]=[C:9]([N+:12]([O-:14])=[O:13])[CH:8]=[CH:7][C:6]=1[NH:5][C:1]([CH3:4])([CH3:2])[CH3:3]. The reactants are [C:1]([NH:5][C:6]1[CH:11]=[CH:10][C:9]([N+:12]([O-:14])=[O:13])=[CH:8][CH:7]=1)([CH3:4])([CH3:3])[CH3:2].[Br:15]Br. The yield is 0.430. The catalyst is CC(O)=O.